From a dataset of Peptide-MHC class I binding affinity with 185,985 pairs from IEDB/IMGT. Regression. Given a peptide amino acid sequence and an MHC pseudo amino acid sequence, predict their binding affinity value. This is MHC class I binding data. The peptide sequence is FVVFLLVTL. The MHC is HLA-A02:02 with pseudo-sequence HLA-A02:02. The binding affinity (normalized) is 0.503.